From a dataset of Reaction yield outcomes from USPTO patents with 853,638 reactions. Predict the reaction yield, written as a fraction of the theoretical maximum amount of product (1.0 means a 100% yield; for example, 0.34 means a 34% yield). The reactants are FC(F)(F)C(O)=O.[Br:8][C:9]1[CH:10]=[C:11]([CH:14]2[C:18]([C:21]3[CH:26]=[CH:25][C:24]([Cl:27])=[CH:23][C:22]=3[F:28])([C:19]#[N:20])[CH:17]([CH2:29][C:30]([CH3:33])([CH3:32])[CH3:31])[NH:16][CH:15]2[C:34]([OH:36])=O)[S:12][CH:13]=1.CC1(C)[O:42][C@@H:41]([CH2:43][CH2:44][NH2:45])[CH2:40][O:39]1.CN(C(ON1N=NC2C=CC=NC1=2)=[N+](C)C)C.F[P-](F)(F)(F)(F)F.CCN(C(C)C)C(C)C.Cl. The catalyst is C(Cl)Cl.O1CCCC1. The product is [OH:42][C@H:41]([CH2:40][OH:39])[CH2:43][CH2:44][NH:45][C:34]([CH:15]1[CH:14]([C:11]2[S:12][CH:13]=[C:9]([Br:8])[CH:10]=2)[C:18]([C:21]2[CH:26]=[CH:25][C:24]([Cl:27])=[CH:23][C:22]=2[F:28])([C:19]#[N:20])[CH:17]([CH2:29][C:30]([CH3:32])([CH3:33])[CH3:31])[NH:16]1)=[O:36]. The yield is 0.800.